This data is from Catalyst prediction with 721,799 reactions and 888 catalyst types from USPTO. The task is: Predict which catalyst facilitates the given reaction. (1) Reactant: C(OC(=O)[NH:7][C:8]1[CH:13]=[CH:12][C:11]([O:14][CH3:15])=[CH:10][C:9]=1[CH2:16][CH:17](O)[CH:18]([CH3:21])[CH2:19][CH3:20])(C)(C)C.FC(F)(F)C(O)=O. Product: [CH3:21][CH:18]([C:17]1[NH:7][C:8]2[C:9]([CH:16]=1)=[CH:10][C:11]([O:14][CH3:15])=[CH:12][CH:13]=2)[CH2:19][CH3:20]. The catalyst class is: 4. (2) Reactant: [Cl:1][C:2]1[CH:7]=[CH:6][C:5]([CH2:8][CH2:9][OH:10])=[CH:4][CH:3]=1.CC(OI1(OC(C)=O)(OC(C)=O)OC(=O)C2C=CC=CC1=2)=O.C(OCC)C. Product: [Cl:1][C:2]1[CH:7]=[CH:6][C:5]([CH2:8][CH:9]=[O:10])=[CH:4][CH:3]=1. The catalyst class is: 4. (3) Reactant: [CH3:1][O:2][C:3]1[CH:4]=[CH:5][C:6]2[C:10]([O:11][C:12]3[CH:17]=[CH:16][C:15](/[CH:18]=[CH:19]/[C:20]([O:22][C:23]([CH3:26])([CH3:25])[CH3:24])=[O:21])=[CH:14][CH:13]=3)=[CH:9][S:8][C:7]=2[CH:27]=1.Br[C:29]1[CH:34]=[CH:33][C:32]([C:35]([F:38])([F:37])[F:36])=[CH:31][CH:30]=1.CC(C)(C)C(O)=O.C(=O)([O-])[O-].[K+].[K+]. Product: [CH3:1][O:2][C:3]1[CH:4]=[CH:5][C:6]2[C:10]([O:11][C:12]3[CH:17]=[CH:16][C:15](/[CH:18]=[CH:19]/[C:20]([O:22][C:23]([CH3:24])([CH3:26])[CH3:25])=[O:21])=[CH:14][CH:13]=3)=[C:9]([C:29]3[CH:34]=[CH:33][C:32]([C:35]([F:38])([F:37])[F:36])=[CH:31][CH:30]=3)[S:8][C:7]=2[CH:27]=1. The catalyst class is: 44.